Dataset: Reaction yield outcomes from USPTO patents with 853,638 reactions. Task: Predict the reaction yield, written as a fraction of the theoretical maximum amount of product (1.0 means a 100% yield; for example, 0.34 means a 34% yield). (1) The reactants are [C:1]1([Mg]Br)[CH:6]=[CH:5][CH:4]=[CH:3][CH:2]=1.[N:9]12[CH2:16][CH2:15][CH:12]([CH2:13][CH2:14]1)[C@@H:11]([O:17][C:18](=[O:26])[C:19](=[O:25])[C:20]1[O:21][CH:22]=[CH:23][CH:24]=1)[CH2:10]2.[Cl-].[NH4+].CCOCC. The catalyst is C1COCC1.N#N. The product is [N:9]12[CH2:16][CH2:15][CH:12]([CH2:13][CH2:14]1)[C@@H:11]([O:17][C:18](=[O:26])[C:19]([C:20]1[O:21][CH:22]=[CH:23][CH:24]=1)([OH:25])[C:1]1[CH:6]=[CH:5][CH:4]=[CH:3][CH:2]=1)[CH2:10]2. The yield is 0.400. (2) The reactants are [Cl:1][C:2]1[N:7]=[C:6]([C:8]([F:11])([F:10])[F:9])[C:5]([C:12](Cl)=[O:13])=[CH:4][N:3]=1.[NH4+].[Cl-].O.[CH2:18]1COCC1. No catalyst specified. The product is [Cl:1][C:2]1[N:7]=[C:6]([C:8]([F:11])([F:10])[F:9])[C:5]([C:12](=[O:13])[CH3:18])=[CH:4][N:3]=1. The yield is 0.300. (3) The reactants are C([Si]([O:8][CH2:9][CH2:10][O:11][C:12]1[CH:17]=[CH:16][CH:15]=[C:14](I)[CH:13]=1)(C)C)(C)(C)C.Br[C:20]([F:27])([F:26])[C:21]([O:23][CH2:24]C)=[O:22]. The catalyst is CS(C)=O.[Cu]. The product is [F:26][C:20]([F:27])([C:14]1[CH:15]=[CH:16][CH:17]=[C:12]([O:11][CH2:10][CH2:9][OH:8])[CH:13]=1)[C:21]([O:23][CH3:24])=[O:22]. The yield is 0.290. (4) The reactants are [Br:1][CH2:2][C:3]([C:5]1[CH:6]=[CH:7][C:8]2[C:17]3[CH:16]=[C:15]4[CH2:18][CH2:19][CH2:20][C:21](=[O:22])[C:14]4=[CH:13][C:12]=3[O:11][CH2:10][C:9]=2[CH:23]=1)=[O:4].[Br-:24].[Br-].[Br-].[NH+]1C=CC=CC=1.[NH+]1C=CC=CC=1.[NH+]1C=CC=CC=1.ClCCl. The catalyst is CO. The product is [Br:24][CH:20]1[CH2:19][CH2:18][C:15]2=[CH:16][C:17]3[C:8]4[CH:7]=[CH:6][C:5]([C:3](=[O:4])[CH2:2][Br:1])=[CH:23][C:9]=4[CH2:10][O:11][C:12]=3[CH:13]=[C:14]2[C:21]1=[O:22]. The yield is 0.840. (5) The reactants are [C:1]([C:5]1[CH:6]=[C:7]2[C:11](=[CH:12][C:13]=1[N+:14]([O-])=O)[NH:10][CH:9]=[CH:8]2)([CH3:4])([CH3:3])[CH3:2]. The catalyst is CO.[Ni]. The product is [C:1]([C:5]1[CH:6]=[C:7]2[C:11](=[CH:12][C:13]=1[NH2:14])[NH:10][CH:9]=[CH:8]2)([CH3:4])([CH3:2])[CH3:3]. The yield is 0.870.